From a dataset of Full USPTO retrosynthesis dataset with 1.9M reactions from patents (1976-2016). Predict the reactants needed to synthesize the given product. (1) Given the product [CH3:66][Si:63]([CH3:64])([CH3:65])[CH2:62][CH2:61][O:60][CH2:59][N:27]([CH2:26][O:25][CH2:24][CH2:23][Si:22]([CH3:21])([CH3:68])[CH3:67])[C:28]1[N:33]2[N:34]=[CH:35][C:36]([C:37]3[CH:38]=[N:39][C:40]([C:4]4[CH:5]=[CH:6][C:7]([O:8][CH3:9])=[C:2]([F:1])[CH:3]=4)=[CH:41][CH:42]=3)=[C:32]2[N:31]=[C:30]([CH:44]2[CH2:50][CH:49]3[N:51]([C:52]([O:54][C:55]([CH3:58])([CH3:57])[CH3:56])=[O:53])[CH:46]([CH2:47][CH2:48]3)[CH2:45]2)[CH:29]=1, predict the reactants needed to synthesize it. The reactants are: [F:1][C:2]1[CH:3]=[C:4](B(O)O)[CH:5]=[CH:6][C:7]=1[O:8][CH3:9].[O-]P([O-])([O-])=O.[K+].[K+].[K+].[CH3:21][Si:22]([CH3:68])([CH3:67])[CH2:23][CH2:24][O:25][CH2:26][N:27]([CH2:59][O:60][CH2:61][CH2:62][Si:63]([CH3:66])([CH3:65])[CH3:64])[C:28]1[N:33]2[N:34]=[CH:35][C:36]([C:37]3[CH:38]=[N:39][C:40](Cl)=[CH:41][CH:42]=3)=[C:32]2[N:31]=[C:30]([CH:44]2[CH2:50][CH:49]3[N:51]([C:52]([O:54][C:55]([CH3:58])([CH3:57])[CH3:56])=[O:53])[CH:46]([CH2:47][CH2:48]3)[CH2:45]2)[CH:29]=1. (2) Given the product [Br:7][C:8]1[CH:9]=[N:10][CH:11]=[C:12]([CH:16]=1)[C:13]([NH:21][C:20]1[CH:19]=[C:18]([F:17])[CH:24]=[C:23]([F:25])[CH:22]=1)=[O:15], predict the reactants needed to synthesize it. The reactants are: C(Cl)(=O)C(Cl)=O.[Br:7][C:8]1[CH:9]=[N:10][CH:11]=[C:12]([CH:16]=1)[C:13]([OH:15])=O.[F:17][C:18]1[CH:19]=[C:20]([CH:22]=[C:23]([F:25])[CH:24]=1)[NH2:21].C(N(CC)CC)C. (3) The reactants are: [F:1][C:2]1[CH:3]=[C:4]([NH:9]C(=O)OC(C)(C)C)[CH:5]=[CH:6][C:7]=1[OH:8].[F:17][C:18]1[CH:23]=[CH:22][CH:21]=[C:20]([C:24]#[N:25])[C:19]=1F. Given the product [F:1][C:2]1[CH:3]=[C:4]([NH2:9])[CH:5]=[CH:6][C:7]=1[O:8][C:19]1[C:20]([C:24]#[N:25])=[CH:21][CH:22]=[CH:23][C:18]=1[F:17], predict the reactants needed to synthesize it. (4) The reactants are: [I:1][C:2]1[CH:3]=[C:4]([N:8]2[C:16]3[C:11](=[CH:12][CH:13]=[CH:14][CH:15]=3)[C:10]([C:17]([O:19]C)=O)=[N:9]2)[CH:5]=[CH:6][CH:7]=1.[NH3:21]. Given the product [I:1][C:2]1[CH:3]=[C:4]([N:8]2[C:16]3[C:11](=[CH:12][CH:13]=[CH:14][CH:15]=3)[C:10]([C:17]([NH2:21])=[O:19])=[N:9]2)[CH:5]=[CH:6][CH:7]=1, predict the reactants needed to synthesize it. (5) Given the product [CH2:1]([C:22]1[C:23](=[O:25])[NH:37][CH:38]=[CH:39][CH:20]=1)[CH2:2][CH2:3][CH2:4][CH2:5][CH2:6][CH2:7][CH2:8][CH2:9][CH2:10][CH2:11][CH2:12][CH2:13][CH2:14][CH2:15][CH2:16][CH2:17][CH3:18], predict the reactants needed to synthesize it. The reactants are: [CH2:1](N)[CH2:2][CH2:3][CH2:4][CH2:5][CH2:6][CH2:7][CH2:8][CH2:9][CH2:10][CH2:11][CH2:12][CH2:13][CH2:14][CH2:15][CH2:16][CH2:17][CH3:18].[C:20]([CH2:22][C:23]([O:25]CC)=O)#N.C(OCC)(=O)CC(C)=O.[NH:37]1CCC[CH2:39][CH2:38]1.Cl. (6) Given the product [CH3:19][C:18]1[C:17]([CH3:16])=[C:24]([CH3:25])[C:23]([CH3:26])=[C:22]([CH3:27])[C:21]=1[CH2:28][S:15][C:13]1[O:14][C:10]([C:7]2[CH:8]=[CH:9][C:4]3[NH:3][CH:2]=[N:1][C:5]=3[CH:6]=2)=[N:11][N:12]=1, predict the reactants needed to synthesize it. The reactants are: [NH:1]1[C:5]2[CH:6]=[C:7]([C:10]3[O:14][C:13]([SH:15])=[N:12][N:11]=3)[CH:8]=[CH:9][C:4]=2[N:3]=[CH:2]1.[CH3:16][C:17]1[C:24]([CH3:25])=[C:23]([CH3:26])[C:22]([CH3:27])=[C:21]([CH3:28])[C:18]=1[CH2:19]Br.